From a dataset of Forward reaction prediction with 1.9M reactions from USPTO patents (1976-2016). Predict the product of the given reaction. (1) Given the reactants [CH3:1][O:2][CH2:3][CH:4]1[C@@H:6]([CH2:7][OH:8])[C:5]1([CH3:21])[C:9]1[CH:14]=[C:13]([CH:15]([CH3:17])[CH3:16])[CH:12]=[C:11]([CH:18]([CH3:20])[CH3:19])[CH:10]=1.[C:22]([SiH2]OC(C)(C)C1[C@H](CO)C1(C1C=C(C(C)C)C=C(C(C)C)C=1)C)(C)(C)C.C(I)C, predict the reaction product. The product is: [CH2:1]([O:2][CH2:3][CH:4]1[C@H:6]([CH2:7][OH:8])[C:5]1([CH3:21])[C:9]1[CH:10]=[C:11]([CH:18]([CH3:20])[CH3:19])[CH:12]=[C:13]([CH:15]([CH3:16])[CH3:17])[CH:14]=1)[CH3:22]. (2) Given the reactants FC1C=C(C2CCC3C(=CC=C(O)C=3)O2)C=CC=1.[Br:19][C:20]1[CH:21]=[C:22]([CH:26]2[CH2:35][CH:34](O)[C:33]3[C:28](=[CH:29][CH:30]=[C:31]([OH:37])[CH:32]=3)[O:27]2)[CH:23]=[CH:24][CH:25]=1, predict the reaction product. The product is: [Br:19][C:20]1[CH:21]=[C:22]([CH:26]2[CH2:35][CH2:34][C:33]3[C:28](=[CH:29][CH:30]=[C:31]([OH:37])[CH:32]=3)[O:27]2)[CH:23]=[CH:24][CH:25]=1.